From a dataset of Reaction yield outcomes from USPTO patents with 853,638 reactions. Predict the reaction yield, written as a fraction of the theoretical maximum amount of product (1.0 means a 100% yield; for example, 0.34 means a 34% yield). (1) The reactants are [C:1]([C:5]1[N:10]=[CH:9][C:8]([C:11]2[N:12]([C:32]([N:34]3[CH2:39][CH2:38][C:37](=O)[CH2:36][CH2:35]3)=[O:33])[C@@:13]([C:25]3[CH:30]=[CH:29][C:28]([Cl:31])=[CH:27][CH:26]=3)([CH3:24])[C@@:14]([C:17]3[CH:22]=[CH:21][C:20]([Cl:23])=[CH:19][CH:18]=3)([CH3:16])[N:15]=2)=[C:7]([O:41][CH2:42][CH3:43])[CH:6]=1)([CH3:4])([CH3:3])[CH3:2].Cl.[NH2:45][CH2:46][CH2:47][S:48]([CH3:51])(=[O:50])=[O:49].C([O-])(=O)C.[Na+].C(O[BH-](OC(=O)C)OC(=O)C)(=O)C.[Na+].C(=O)(O)[O-].[Na+]. The catalyst is ClCCl. The product is [C:1]([C:5]1[N:10]=[CH:9][C:8]([C:11]2[N:12]([C:32]([N:34]3[CH2:39][CH2:38][CH:37]([NH:45][CH2:46][CH2:47][S:48]([CH3:51])(=[O:50])=[O:49])[CH2:36][CH2:35]3)=[O:33])[C@@:13]([C:25]3[CH:30]=[CH:29][C:28]([Cl:31])=[CH:27][CH:26]=3)([CH3:24])[C@@:14]([C:17]3[CH:22]=[CH:21][C:20]([Cl:23])=[CH:19][CH:18]=3)([CH3:16])[N:15]=2)=[C:7]([O:41][CH2:42][CH3:43])[CH:6]=1)([CH3:2])([CH3:3])[CH3:4]. The yield is 0.750. (2) The catalyst is C1COCC1.O. The reactants are [N:1]1[CH:6]=[CH:5][C:4]([CH3:7])=[CH:3][CH:2]=1.[CH2:8]([Li])[CH2:9][CH2:10]C.N1C=CC(C[Li])=CC=1.BrCCC. The product is [CH2:7]([C:4]1[CH:5]=[CH:6][N:1]=[CH:2][CH:3]=1)[CH2:8][CH2:9][CH3:10]. The yield is 0.200. (3) The catalyst is CN(C=O)C.CCCCCCC.CCOC(C)=O. The product is [F:1][C:2]1[C:3]2[S:21][CH:20]=[CH:19][C:4]=2[NH:5][C:6]=1[C:7]([O:9][CH3:10])=[O:8]. The reactants are [F:1][C:2]1[C:3]2[S:21][CH:20]=[CH:19][C:4]=2[N:5](COCC[Si](C)(C)C)[C:6]=1[C:7]([O:9][CH3:10])=[O:8].CCCC[N+](CCCC)(CCCC)CCCC.[F-].C(N)CN.COC1C=CC(C=O)=CC=1. The yield is 0.940. (4) The reactants are [N:1]1[C:10]2[C:5](=[CH:6][CH:7]=[CH:8][CH:9]=2)[CH:4]=[CH:3][C:2]=1/[CH:11]=[CH:12]/[C:13]([OH:15])=[O:14].[CH3:16]O. The catalyst is [Pd]. The product is [N:1]1[C:10]2[C:5](=[CH:6][CH:7]=[CH:8][CH:9]=2)[CH:4]=[CH:3][C:2]=1[CH2:11][CH2:12][C:13]([O:15][CH3:16])=[O:14]. The yield is 0.430. (5) The reactants are ClC(Cl)(O[C:5](=[O:11])[O:6][C:7](Cl)(Cl)Cl)Cl.[CH3:13][CH:14]([CH3:21])[CH2:15][CH2:16][S:17]([NH2:20])(=[O:19])=[O:18].[Cl:22][C:23]1[C:24]([O:33][C:34]2[CH:39]=[C:38]([O:40][CH2:41][CH2:42][O:43][CH3:44])[CH:37]=[CH:36][C:35]=2CO)=[N:25][CH:26]=[C:27]([C:29]([F:32])([F:31])[F:30])[CH:28]=1.C(N(CC)C(C)C)(C)C.Cl. The catalyst is C1(C)C=CC=CC=1.N1C=CC=CC=1.CN(C)C1C=CN=CC=1.C(OCC)(=O)C.O1CCCC1. The product is [CH3:13][CH:14]([CH3:21])[CH2:15][CH2:16][S:17]([NH:20][C:5](=[O:11])[O:6][CH2:7][C:35]1[CH:36]=[CH:37][C:38]([O:40][CH2:41][CH2:42][O:43][CH3:44])=[CH:39][C:34]=1[O:33][C:24]1[C:23]([Cl:22])=[CH:28][C:27]([C:29]([F:30])([F:32])[F:31])=[CH:26][N:25]=1)(=[O:19])=[O:18]. The yield is 0.0200. (6) The reactants are [CH3:1][O:2][C:3]([C:5]1[C:10]([F:11])=[C:9]([F:12])[C:8]([C:13]2[CH:18]=[CH:17][C:16]([CH:19]=[O:20])=[CH:15][CH:14]=2)=[C:7]([F:21])[C:6]=1[F:22])=[O:4].[BH4-].[Na+]. The catalyst is CO. The product is [CH3:1][O:2][C:3]([C:5]1[C:6]([F:22])=[C:7]([F:21])[C:8]([C:13]2[CH:14]=[CH:15][C:16]([CH2:19][OH:20])=[CH:17][CH:18]=2)=[C:9]([F:12])[C:10]=1[F:11])=[O:4]. The yield is 0.868. (7) The reactants are [F:1][CH:2]([F:23])[C@H:3]1[N:8]2[N:9]=[CH:10][C:11]([C:12]([OH:14])=O)=[C:7]2[NH:6][C@@H:5]([C:15]2[CH:20]=[CH:19][C:18]([CH2:21][CH3:22])=[CH:17][CH:16]=2)[CH2:4]1.CN(C(ON1N=NC2C=CC=NC1=2)=[N+](C)C)C.F[P-](F)(F)(F)(F)F.C(N(CC)C(C)C)(C)C.[CH3:57][O:58][C:59]1[CH:66]=[CH:65][C:62]([CH2:63][NH2:64])=[CH:61][CH:60]=1. No catalyst specified. The product is [F:23][CH:2]([F:1])[C@H:3]1[N:8]2[N:9]=[CH:10][C:11]([C:12]([NH:64][CH2:63][C:62]3[CH:65]=[CH:66][C:59]([O:58][CH3:57])=[CH:60][CH:61]=3)=[O:14])=[C:7]2[NH:6][C@@H:5]([C:15]2[CH:16]=[CH:17][C:18]([CH2:21][CH3:22])=[CH:19][CH:20]=2)[CH2:4]1. The yield is 0.490. (8) The yield is 0.100. The reactants are [OH:1][C:2]1[C:3]([CH3:8])=[N:4][CH:5]=[CH:6][CH:7]=1.S(=O)(=O)(O)O.[N+:14]([O-])([OH:16])=[O:15].[OH-].[NH4+]. The product is [CH3:8][C:3]1[C:2]([OH:1])=[CH:7][CH:6]=[C:5]([N+:14]([O-:16])=[O:15])[N:4]=1. No catalyst specified.